From a dataset of Full USPTO retrosynthesis dataset with 1.9M reactions from patents (1976-2016). Predict the reactants needed to synthesize the given product. (1) Given the product [ClH:17].[Br:1][C:2]1[C:3]([F:10])=[CH:4][C:5]([CH3:9])=[C:6]([NH:7][NH2:11])[CH:8]=1, predict the reactants needed to synthesize it. The reactants are: [Br:1][C:2]1[C:3]([F:10])=[CH:4][C:5]([CH3:9])=[C:6]([CH:8]=1)[NH2:7].[N:11]([O-])=O.[Na+].O.O.[Cl:17][Sn]Cl.[OH-].[Na+].CCOCC. (2) Given the product [F:34][C:21]1[C:20]2[C:25](=[CH:26][CH:27]=[C:18]([S:16][C:13]3[N:11]4[CH:12]=[C:7]([C:5]5[CH:4]=[N:3][N:2]([CH3:1])[CH:6]=5)[CH:8]=[CH:9][C:10]4=[N:15][N:14]=3)[CH:19]=2)[N:24]=[CH:23][C:22]=1[C:28]1[CH:29]=[N:30][N:31]([CH3:33])[CH:32]=1, predict the reactants needed to synthesize it. The reactants are: [CH3:1][N:2]1[CH:6]=[C:5]([C:7]2[CH:8]=[CH:9][C:10]3[N:11]([C:13]([SH:16])=[N:14][N:15]=3)[CH:12]=2)[CH:4]=[N:3]1.Br[C:18]1[CH:19]=[C:20]2[C:25](=[CH:26][CH:27]=1)[N:24]=[CH:23][C:22]([C:28]1[CH:29]=[N:30][N:31]([CH3:33])[CH:32]=1)=[C:21]2[F:34].C1(P(C2C=CC=CC=2)C2C3OC4C(=CC=CC=4P(C4C=CC=CC=4)C4C=CC=CC=4)C(C)(C)C=3C=CC=2)C=CC=CC=1.C(N(CC)C(C)C)(C)C. (3) Given the product [F:1][C:2]1[CH:3]=[CH:4][C:5]([NH2:15])=[C:6]([NH:7][CH2:8][CH2:9][CH2:10][CH2:11][O:12][CH3:13])[CH:14]=1, predict the reactants needed to synthesize it. The reactants are: [F:1][C:2]1[CH:3]=[CH:4][C:5]([N+:15]([O-])=O)=[C:6]([CH:14]=1)[NH:7][CH2:8][CH2:9][CH2:10][CH2:11][O:12][CH3:13]. (4) Given the product [C:19]1([CH:20]=[CH:2][C:3]([C:5]2[CH:10]=[CH:9][CH:8]=[CH:7][CH:6]=2)=[O:4])[CH:18]=[CH:26][CH:16]=[CH:23][CH:22]=1, predict the reactants needed to synthesize it. The reactants are: O[CH2:2][C:3]([C:5]1[CH:10]=[CH:9][CH:8]=[CH:7][CH:6]=1)=[O:4].N1([C:16]2[CH:23]=[CH:22][C:19]([CH:20]=O)=[CH:18]N=2)CCCC1.O([CH3:26])[Na].